This data is from Full USPTO retrosynthesis dataset with 1.9M reactions from patents (1976-2016). The task is: Predict the reactants needed to synthesize the given product. Given the product [F:16][C:5]1[C:6]([NH:8][C:9]2[CH:14]=[CH:13][CH:12]=[C:11]([OH:15])[CH:10]=2)=[N:7][C:2]([NH:17][CH2:18][CH2:19][C:20]2[C:28]3[C:23](=[CH:24][CH:25]=[CH:26][CH:27]=3)[NH:22][CH:21]=2)=[N:3][CH:4]=1, predict the reactants needed to synthesize it. The reactants are: Cl[C:2]1[N:7]=[C:6]([NH:8][C:9]2[CH:14]=[CH:13][CH:12]=[C:11]([OH:15])[CH:10]=2)[C:5]([F:16])=[CH:4][N:3]=1.[NH2:17][CH2:18][CH2:19][C:20]1[C:28]2[C:23](=[CH:24][CH:25]=[CH:26][CH:27]=2)[NH:22][CH:21]=1.